Dataset: B-cell epitopes from PDB crystal structures with 447 antigens. Task: Token-level Classification. Given an antigen amino acid sequence, predict which amino acid positions are active epitope sites capable of antibody binding. Output is a list of indices for active positions. (1) Given the antigen sequence: RTYTLADYLKNTFRVKSYSLRWVSDSEYLYKQENNILLFNAEHGNSSIFLENSTFEIFGDSISDYSVSPDRLFVLLEYNYVKQWRHSYTASYSIYDLNKRQLITEEKIPNNTQWITWSQEGHKLAYVWKNDIYVKIEPHLPSHRITSTGKENVIFNGINDWVYEEEIFGAYSALWWSPNGTFLAYAQFNDTGVPLIEYSFYSDESLQYPKTVWIPYPKAGAVNPTVKFFIVNTDSLSSTTTTIPMQITAPASVTTGDHYLCDVAWVSEDRISLQWLRRIQNYSVMAICDYDKTTLVWNCPTTQEHIETSATGWCGRFRPAEPHFTSDGSSFYKIVSDKDGYKHICQFQKDRKPEQVCTFITKGAWEVISIEALTSDYLYYISNEYKEMPGGRNLYKIQLTDHTNKKCLSCDLNPERCQYYSVSLSKEAKYYQLGCRGPGLPLYTLHRSTDQKELRVLEDNSALDKMLQDVQMPSKKLDFIVLNETRFWYQMILPPHFDKS..., which amino acid positions are active epitope sites? The epitope positions are: [50, 51, 52, 55, 56, 57, 58, 59, 60, 77, 78, 94, 99, 100, 101, 106]. The amino acids at these positions are: ENSEIFGDSYNYRQLK. (2) The epitope positions are: [115, 118, 149, 150, 151, 152, 154, 155, 156, 157, 160, 161, 163, 165, 206, 207]. The amino acids at these positions are: DPDRATNRRTDGIQRK. Given the antigen sequence: ILGGREAEAHARPYMASVQVNGEHLCGGVLVAEQWVLSAAHCLEDAADGKVQVLLGAHSLSQPEPSKRLYDVLRAVPHPDSRPDTIDHDLLLLQLSEKATLGPAVRPLPWQRVDRDVEPGTLCDVAGWGIVSHAGRRPDRLQHVLLPVLDRATCNRRTHHDGAITQRMMCAESNRRDSCKGDSGGPLVCGGVLEGVVTSGSRVCGNRKKPGIYTRVASYAAWIDSVLA, which amino acid positions are active epitope sites?